This data is from Forward reaction prediction with 1.9M reactions from USPTO patents (1976-2016). The task is: Predict the product of the given reaction. (1) Given the reactants [Cl:1][C:2]1[CH:7]=[CH:6][CH:5]=[CH:4][C:3]=1[C:8]1[CH:17]=[C:16]([CH2:18][N:19]2[CH2:24][CH2:23][N:22](C(OCC3C=CC=CC=3)=O)[CH:21]([CH3:35])[CH2:20]2)[CH:15]=[C:14]2[C:9]=1[CH2:10][NH:11][C:12](=[O:44])[N:13]2[C:36]1[C:41]([Cl:42])=[CH:40][CH:39]=[CH:38][C:37]=1[Cl:43].Br.CC(O)=O, predict the reaction product. The product is: [Cl:1][C:2]1[CH:7]=[CH:6][CH:5]=[CH:4][C:3]=1[C:8]1[CH:17]=[C:16]([CH2:18][N:19]2[CH2:24][CH2:23][NH:22][CH:21]([CH3:35])[CH2:20]2)[CH:15]=[C:14]2[C:9]=1[CH2:10][NH:11][C:12](=[O:44])[N:13]2[C:36]1[C:37]([Cl:43])=[CH:38][CH:39]=[CH:40][C:41]=1[Cl:42]. (2) The product is: [Cl:31][C:4]1[N:3]=[C:2]([O:37][CH2:36][CH:32]2[CH2:35][CH2:34][CH2:33]2)[C:7]2[N:8]([CH2:23][C@H:24]3[CH2:25][CH2:26][C@H:27]([CH3:30])[CH2:28][CH2:29]3)[C:9]([N:11]3[CH2:16][CH2:15][O:14][CH2:13][C@H:12]3[C:17]3[CH:22]=[CH:21][CH:20]=[CH:19][CH:18]=3)=[N:10][C:6]=2[CH:5]=1. Given the reactants Cl[C:2]1[C:7]2[N:8]([CH2:23][C@H:24]3[CH2:29][CH2:28][C@H:27]([CH3:30])[CH2:26][CH2:25]3)[C:9]([N:11]3[CH2:16][CH2:15][O:14][CH2:13][C@H:12]3[C:17]3[CH:22]=[CH:21][CH:20]=[CH:19][CH:18]=3)=[N:10][C:6]=2[CH:5]=[C:4]([Cl:31])[N:3]=1.[CH:32]1([CH2:36][OH:37])[CH2:35][CH2:34][CH2:33]1.C([O-])([O-])=O.[Cs+].[Cs+].C1C=CC(P(C2C(C3C(P(C4C=CC=CC=4)C4C=CC=CC=4)=CC=C4C=3C=CC=C4)=C3C(C=CC=C3)=CC=2)C2C=CC=CC=2)=CC=1, predict the reaction product. (3) Given the reactants [Br:1][C:2]1[CH:7]=[CH:6][C:5]([CH:8]2[NH:12][C:11](=[O:13])[CH2:10][CH2:9]2)=[CH:4][CH:3]=1.[H-].[Na+].[CH3:16]I, predict the reaction product. The product is: [Br:1][C:2]1[CH:3]=[CH:4][C:5]([CH:8]2[N:12]([CH3:16])[C:11](=[O:13])[CH2:10][CH2:9]2)=[CH:6][CH:7]=1. (4) The product is: [CH2:1]([O:3][C@H:4]1[CH2:9][CH2:8][C@H:7]([N:10]2[CH2:15][CH2:14][CH:13]([NH:16][C:17]3[C:18]([NH2:25])=[CH:19][CH:20]=[C:21]([O:23][CH3:24])[CH:22]=3)[CH2:12][CH2:11]2)[CH2:6][CH2:5]1)[CH3:2]. Given the reactants [CH2:1]([O:3][C@H:4]1[CH2:9][CH2:8][C@H:7]([N:10]2[CH2:15][CH2:14][CH:13]([NH:16][C:17]3[CH:22]=[C:21]([O:23][CH3:24])[CH:20]=[CH:19][C:18]=3[N+:25]([O-])=O)[CH2:12][CH2:11]2)[CH2:6][CH2:5]1)[CH3:2].O.NN, predict the reaction product. (5) Given the reactants [NH2:1][C:2]1[CH:7]=[CH:6][C:5](Br)=[CH:4][N:3]=1.[C:9]([O:13][CH3:14])(=[O:12])[CH:10]=[CH2:11].CC1C=CC=CC=1P(C1C=CC=CC=1C)C1C=CC=CC=1C, predict the reaction product. The product is: [NH2:1][C:2]1[N:3]=[CH:4][C:5](/[CH:11]=[CH:10]/[C:9]([O:13][CH3:14])=[O:12])=[CH:6][CH:7]=1. (6) Given the reactants [Si]([O:18][C:19]1[CH:58]=[CH:57][C:22]([O:23][CH2:24][C@@H:25]([OH:56])[CH2:26][NH:27][CH2:28][CH2:29][C:30]2[CH:55]=[CH:54][C:33]([NH:34][CH:35]3[CH2:40][CH2:39][N:38]([C:41]([NH:43][CH2:44][CH2:45][C:46]4[CH:51]=[CH:50][C:49]([CH2:52][CH3:53])=[CH:48][CH:47]=4)=[O:42])[CH2:37][CH2:36]3)=[CH:32][CH:31]=2)=[CH:21][CH:20]=1)(C(C)(C)C)(C1C=CC=CC=1)C1C=CC=CC=1, predict the reaction product. The product is: [CH2:52]([C:49]1[CH:50]=[CH:51][C:46]([CH2:45][CH2:44][NH:43][C:41]([N:38]2[CH2:39][CH2:40][CH:35]([NH:34][C:33]3[CH:54]=[CH:55][C:30]([CH2:29][CH2:28][NH:27][CH2:26][C@H:25]([OH:56])[CH2:24][O:23][C:22]4[CH:21]=[CH:20][C:19]([OH:18])=[CH:58][CH:57]=4)=[CH:31][CH:32]=3)[CH2:36][CH2:37]2)=[O:42])=[CH:47][CH:48]=1)[CH3:53]. (7) Given the reactants ClC1C=C2C(C=CC(C)=N2)=CC=1O.[Br:14][C:15]1[C:24]([O:25]C)=[C:23]([CH3:27])[CH:22]=[C:21]2[C:16]=1[CH:17]=[CH:18][C:19]([C:28]([F:31])([F:30])[F:29])=[N:20]2, predict the reaction product. The product is: [Br:14][C:15]1[C:24]([OH:25])=[C:23]([CH3:27])[CH:22]=[C:21]2[C:16]=1[CH:17]=[CH:18][C:19]([C:28]([F:29])([F:30])[F:31])=[N:20]2.